Predict the reaction yield, written as a fraction of the theoretical maximum amount of product (1.0 means a 100% yield; for example, 0.34 means a 34% yield). From a dataset of Reaction yield outcomes from USPTO patents with 853,638 reactions. (1) The reactants are [CH3:1][O:2][C:3]([NH:5][C@@H:6]([CH:10]([CH3:12])[CH3:11])[C:7]([OH:9])=[O:8])=[O:4].O[N:14]1[C:18](=[O:19])[CH2:17][CH2:16][C:15]1=[O:20].C(N=C=NC(C)C)(C)C. The catalyst is C(OCC)(=O)C. The product is [CH3:1][O:2][C:3]([NH:5][C@@H:6]([CH:10]([CH3:12])[CH3:11])[C:7]([O:9][N:14]1[C:18](=[O:19])[CH2:17][CH2:16][C:15]1=[O:20])=[O:8])=[O:4]. The yield is 0.770. (2) The reactants are [OH-].[Na+].[F:3][C:4]([F:15])([F:14])[O:5][C:6]1[CH:7]=[C:8]([CH:11]=[CH:12][CH:13]=1)[CH:9]=O.[O:16]=[C:17]([CH3:27])[CH2:18]P(=O)(OCC)OCC. The catalyst is [I-].C([N+](CCCC)(CCCC)CCCC)CCC.C(Cl)Cl. The product is [F:3][C:4]([F:15])([F:14])[O:5][C:6]1[CH:7]=[C:8]([CH:9]=[CH:18][C:17](=[O:16])[CH3:27])[CH:11]=[CH:12][CH:13]=1. The yield is 0.540. (3) The reactants are [Cl:1][C:2]1[CH:3]=[C:4]([CH:7]=[CH:8][C:9]=1[CH2:10][N:11]1[C:19](=[O:20])[C:18]2[C:13](=[CH:14][CH:15]=[CH:16][CH:17]=2)[C:12]1=[O:21])[CH:5]=O.[C:22]([O-])([O-])=O.[K+].[K+]. The catalyst is O1CCOCC1.[Br-].C[P+](C1C=CC=CC=1)(C1C=CC=CC=1)C1C=CC=CC=1. The product is [Cl:1][C:2]1[CH:3]=[C:4]([CH:5]=[CH2:22])[CH:7]=[CH:8][C:9]=1[CH2:10][N:11]1[C:19](=[O:20])[C:18]2[C:13](=[CH:14][CH:15]=[CH:16][CH:17]=2)[C:12]1=[O:21]. The yield is 0.700. (4) No catalyst specified. The reactants are [NH2:1][C:2]1[N:3]=[C:4]([N:11]2[CH2:16][CH2:15][O:14][CH:13]([CH3:17])[CH2:12]2)[S:5][C:6]=1[C:7]([O:9]C)=O.[CH:18]([NH2:20])=O. The yield is 0.730. The product is [CH3:17][CH:13]1[CH2:12][N:11]([C:4]2[S:5][C:6]3[C:7](=[O:9])[N:20]=[CH:18][NH:1][C:2]=3[N:3]=2)[CH2:16][CH2:15][O:14]1. (5) The reactants are C[O:2][C:3]1[CH:4]=[C:5]([C:9]2[N:14]=[C:13]3[N:15]([CH2:18][C:19]4[CH:20]=[C:21]5[C:26](=[CH:27][CH:28]=4)[N:25]=[CH:24][CH:23]=[CH:22]5)[N:16]=[N:17][C:12]3=[CH:11][CH:10]=2)[CH:6]=[CH:7][CH:8]=1. The catalyst is ClCCl.B(Br)(Br)Br. The product is [N:25]1[C:26]2[C:21](=[CH:20][C:19]([CH2:18][N:15]3[C:13]4=[N:14][C:9]([C:5]5[CH:4]=[C:3]([OH:2])[CH:8]=[CH:7][CH:6]=5)=[CH:10][CH:11]=[C:12]4[N:17]=[N:16]3)=[CH:28][CH:27]=2)[CH:22]=[CH:23][CH:24]=1. The yield is 0.280. (6) The reactants are [CH3:1][C:2]([NH2:6])([C:4]#[CH:5])[CH3:3].[C:7](O[C:7]([O:9][C:10]([CH3:13])([CH3:12])[CH3:11])=[O:8])([O:9][C:10]([CH3:13])([CH3:12])[CH3:11])=[O:8]. The catalyst is O1CCCC1. The product is [CH3:1][C:2]([NH:6][C:7](=[O:8])[O:9][C:10]([CH3:13])([CH3:12])[CH3:11])([C:4]#[CH:5])[CH3:3]. The yield is 0.920.